This data is from Forward reaction prediction with 1.9M reactions from USPTO patents (1976-2016). The task is: Predict the product of the given reaction. (1) Given the reactants [F:1][C:2]([F:7])([F:6])[C:3]([OH:5])=[O:4].[NH2:8][C@H:9]([C:14]([N:16]1[CH2:43][CH2:42][CH2:41][C@H:17]1[C:18]([NH:20][CH2:21][CH2:22][CH2:23][NH:24][C:25]1[C:38]2[C:37](=[O:39])[C:36]3[C:31](=[CH:32][CH:33]=[CH:34][CH:35]=3)[C:30](=[O:40])[C:29]=2[CH:28]=[CH:27][CH:26]=1)=[O:19])=[O:15])[CH2:10][CH:11]([CH3:13])[CH3:12].[CH2:44]([N:46](CC)CC)[CH3:45], predict the reaction product. The product is: [F:1][C:2]([F:7])([F:6])[C:3]([OH:5])=[O:4].[NH2:46][CH2:44][C:45]([NH:8][C@H:9]([C:14]([N:16]1[CH2:43][CH2:42][CH2:41][C@H:17]1[C:18]([NH:20][CH2:21][CH2:22][CH2:23][NH:24][C:25]1[C:38]2[C:37](=[O:39])[C:36]3[C:31](=[CH:32][CH:33]=[CH:34][CH:35]=3)[C:30](=[O:40])[C:29]=2[CH:28]=[CH:27][CH:26]=1)=[O:19])=[O:15])[CH2:10][CH:11]([CH3:12])[CH3:13])=[O:4]. (2) Given the reactants [F:1][C:2]1[CH:7]=[CH:6][C:5]([C@@H:8]([O:26][Si:27]([CH3:33])([CH3:32])[C:28]([CH3:31])([CH3:30])[CH3:29])[CH2:9][S:10][CH2:11][C:12]([N:14]2[C@@H:18]([C:19]3[CH:24]=[CH:23][CH:22]=[CH:21][CH:20]=3)[CH2:17][O:16][C:15]2=[O:25])=[O:13])=[CH:4][CH:3]=1.[I:34][C:35]1[CH:40]=[CH:39][C:38]([N:41]=[CH:42][C:43]2[CH:56]=[CH:55][C:46]([O:47][Si:48]([CH3:54])([CH3:53])[C:49]([CH3:52])([CH3:51])[CH3:50])=[CH:45][CH:44]=2)=[CH:37][CH:36]=1.C(N(C(C)C)C(C)C)C.C[Si](Cl)(C)C.C(O)(=O)C(C(C(O)=O)O)O, predict the reaction product. The product is: [F:1][C:2]1[CH:7]=[CH:6][C:5]([C@@H:8]([O:26][Si:27]([CH3:32])([CH3:33])[C:28]([CH3:29])([CH3:30])[CH3:31])[CH2:9][S:10][C@H:11]([C@H:42]([NH:41][C:38]2[CH:37]=[CH:36][C:35]([I:34])=[CH:40][CH:39]=2)[C:43]2[CH:44]=[CH:45][C:46]([O:47][Si:48]([CH3:53])([CH3:54])[C:49]([CH3:52])([CH3:51])[CH3:50])=[CH:55][CH:56]=2)[C:12]([N:14]2[C@@H:18]([C:19]3[CH:20]=[CH:21][CH:22]=[CH:23][CH:24]=3)[CH2:17][O:16][C:15]2=[O:25])=[O:13])=[CH:4][CH:3]=1. (3) Given the reactants [C:1]([C:3]1[C:21]([C:22]2[C:30]3[C:25](=[N:26][CH:27]=[C:28]([F:31])[CH:29]=3)[NH:24][CH:23]=2)=[CH:20][C:6]([NH:7][CH:8]2[CH:13]3[CH2:14][CH2:15][CH:10]([CH2:11][CH2:12]3)[CH:9]2[C:16]([O:18]C)=[O:17])=[C:5]([F:32])[CH:4]=1)#[N:2].[OH-].[Na+], predict the reaction product. The product is: [C:1]([C:3]1[C:21]([C:22]2[C:30]3[C:25](=[N:26][CH:27]=[C:28]([F:31])[CH:29]=3)[NH:24][CH:23]=2)=[CH:20][C:6]([NH:7][CH:8]2[CH:13]3[CH2:12][CH2:11][CH:10]([CH2:15][CH2:14]3)[CH:9]2[C:16]([OH:18])=[O:17])=[C:5]([F:32])[CH:4]=1)#[N:2]. (4) Given the reactants [NH2:1][C@H:2]1[CH2:7][CH2:6][N:5]([CH2:8][CH:9]2[C:13]3=[C:14]([Cl:22])[CH:15]=[N:16][C:17]4[CH:18]=[CH:19][C:20](=[O:21])[N:11]([C:12]=43)[CH2:10]2)[CH2:4][C@H:3]1[OH:23].[S:24]1[C:32]2[CH:31]=[C:30]([CH:33]=O)[N:29]=[CH:28][C:27]=2[O:26][CH2:25]1.Cl.Cl.C(OCC)C, predict the reaction product. The product is: [ClH:22].[Cl:22][C:14]1[CH:15]=[N:16][C:17]2[CH:18]=[CH:19][C:20](=[O:21])[N:11]3[CH2:10][CH:9]([CH2:8][N:5]4[CH2:6][CH2:7][C@H:2]([NH:1][CH2:33][C:30]5[N:29]=[CH:28][C:27]6[O:26][CH2:25][S:24][C:32]=6[CH:31]=5)[C@H:3]([OH:23])[CH2:4]4)[C:13]=1[C:12]=23. (5) Given the reactants Cl[C:2]1[C:11]2[C:6](=[CH:7][C:8]([O:14][CH2:15][CH2:16][O:17][CH3:18])=[C:9]([O:12][CH3:13])[CH:10]=2)[N:5]=[CH:4][CH:3]=1.[Cl:19][C:20]1[C:26]([O:27][CH3:28])=[CH:25][C:23]([NH2:24])=[C:22]([O:29][CH3:30])[CH:21]=1, predict the reaction product. The product is: [Cl:19][C:20]1[C:26]([O:27][CH3:28])=[CH:25][C:23]([NH:24][C:2]2[C:11]3[C:6](=[CH:7][C:8]([O:14][CH2:15][CH2:16][O:17][CH3:18])=[C:9]([O:12][CH3:13])[CH:10]=3)[N:5]=[CH:4][CH:3]=2)=[C:22]([O:29][CH3:30])[CH:21]=1.